This data is from Experimentally validated miRNA-target interactions with 360,000+ pairs, plus equal number of negative samples. The task is: Binary Classification. Given a miRNA mature sequence and a target amino acid sequence, predict their likelihood of interaction. (1) The miRNA is mmu-miR-875-5p with sequence UAUACCUCAGUUUUAUCAGGUG. The protein sequence of the target gene is MAAPLVLVLVVAVTVRAALFRSSLAEFISERVEVVSPLSSWKRVVEGLSLLDLGVSPYSGAVFHETPLIIYLFHFLIDYAELVFMITDALTAIALYFAIQDFNKVVFKKQKLLLELDQYAPDVAELIRTPMEMRYIPLKVALFYLLNPYTILSCVAKSTCAINNTLIAFFILTTIKGSAFLSAIFLALATYQSLYPLTLFVPGLLYLLQRQYIPVKMKSKAFWIFSWEYAMMYVGSLVVIICLSFFLLSSWDFIPAVYGFILSVPDLTPNIGLFWYFFAEMFEHFSLFFVCVFQINVFFY.... Result: 0 (no interaction). (2) The miRNA is hsa-miR-1258 with sequence AGUUAGGAUUAGGUCGUGGAA. The protein sequence of the target gene is MARGYGATVSLVLLGLGLALAVIVLAVVLSRHQAPCGPQAFAHAAVAADSKVCSDIGRAILQQQGSPVDATIAALVCTSVVNPQSMGLGGGVIFTIYNVTTGKVEVINARETVPASHAPSLLDQCAQALPLGTGAQWIGVPGELRGYAEAHRRHGRLPWAQLFQPTIALLRGGHVVAPVLSRFLHNSILRPSLQASTLRQLFFNGTEPLRPQDPLPWPALATTLETVATEGVEVFYTGRLGQMLVEDIAKEGSQLTLQDLAKFQPEVVDALEVPLGDYTLYSPPPPAGGAILSFILNVLR.... Result: 0 (no interaction). (3) The miRNA is hsa-miR-500b-3p with sequence GCACCCAGGCAAGGAUUCUG. The protein sequence of the target gene is MPPAQGYEFAAAKGPRDELGPSFPMASPPGLELKTLSNGPQAPRRSAPLGPVAPTREGVENACFSSEEHETHFQNPGNTRLGSSPSPPGGVSSLPRSQRDDLSLHSEEGPALEPVSRPVDYGFVSALVFLVSGILLVVTAYAIPREARVNPDTVTAREMERLEMYYARLGSHLDRCIIAGLGLLTVGGMLLSVLLMVSLCKGELYRRRTFVPGKGSRKTYGSINLRMRQLNGDGGQALVENEVVQVSETSHTLQRS. Result: 1 (interaction). (4) The miRNA is bta-miR-26a with sequence UUCAAGUAAUCCAGGAUAGGCU. The protein sequence of the target gene is MVDAGGVENITQLPQELPQMMAAAADGLGSIAIDTTQLNMSVTDPTAWATAMNNLGMVPVGLPGQQLVSDSICVPGFDPSLNMMTGITPINPMIPGLGLVPPPPPTEVAVVKEIIHCKSCTLFPQNPNLPPPSTRERPPGCKTVFVGGLPENATEEIIQEVFEQCGDITAIRKSKKNFCHIRFAEEFMVDKAIYLSGYRMRLGSSTDKKDSGRLHVDFAQARDDFYEWECKQRMRAREERHRRKLEEDRLRPPSPPAIMHYSEHEAALLAEKLKDDSKFSEAITVLLSWIERGEVNRRSA.... Result: 0 (no interaction). (5) The miRNA is hsa-miR-30c-2-3p with sequence CUGGGAGAAGGCUGUUUACUCU. The protein sequence of the target gene is MDSYVIQTDVDDSLSSVLDVHVNIGGRNSVQGRKKGRKARWDVRPSDMSNKTFNPIRAIVDNMKVQPNPNKTVISLSIGDPTVFGNLPTDPEVTQAMKDALDSGKYNGYAPSIGYLSSREEVASYYHCHEAPLEAKDVILTSGCSQAIELCLAVLANPGQNILIPRPGFSLYRTLAESMGIEVKLYNLLPEKSWEIDLKQLESLIDEKTACLVVNNPSNPCGSVFSKRHLQKILAVAERQCVPILADEIYGDMVFSDCKYEPLANLSTNVPILSCGGLAKRWLVPGWRLGWILIHDRRDI.... Result: 0 (no interaction).